This data is from Cav3 T-type calcium channel HTS with 100,875 compounds. The task is: Binary Classification. Given a drug SMILES string, predict its activity (active/inactive) in a high-throughput screening assay against a specified biological target. The molecule is Clc1ccc(OCC(=O)Nc2cc(C3=NOC4(CC(N(C4)C(=O)/C(C)=C\C)C(=O)N)C3)ccc2)cc1. The result is 0 (inactive).